Dataset: Catalyst prediction with 721,799 reactions and 888 catalyst types from USPTO. Task: Predict which catalyst facilitates the given reaction. (1) Reactant: [Cl:1][C:2]1[CH:3]=[C:4]([C:9](=[CH2:30])[CH2:10][CH2:11][O:12][Si:13]([C:26]([CH3:29])([CH3:28])[CH3:27])([C:20]2[CH:25]=[CH:24][CH:23]=[CH:22][CH:21]=2)[C:14]2[CH:19]=[CH:18][CH:17]=[CH:16][CH:15]=2)[CH:5]=[CH:6][C:7]=1[Cl:8].[N+](=[C:33]([C:38]([O:40][CH3:41])=[O:39])[C:34]([O:36][CH3:37])=[O:35])=[N-].C([O-])(=O)C. Product: [Cl:1][C:2]1[CH:3]=[C:4]([C:9]2([CH2:10][CH2:11][O:12][Si:13]([C:26]([CH3:27])([CH3:29])[CH3:28])([C:20]3[CH:25]=[CH:24][CH:23]=[CH:22][CH:21]=3)[C:14]3[CH:15]=[CH:16][CH:17]=[CH:18][CH:19]=3)[CH2:30][C:33]2([C:38]([O:40][CH3:41])=[O:39])[C:34]([O:36][CH3:37])=[O:35])[CH:5]=[CH:6][C:7]=1[Cl:8]. The catalyst class is: 2. (2) Product: [C:1]([O:5][C:6]([NH:8][C@H:9]([C:23]([O:25][C:26]([CH3:29])([CH3:28])[CH3:27])=[O:24])[CH2:10][C@H:11]([CH2:19][CH2:20][CH2:21][O:22][S:38]([CH3:37])(=[O:40])=[O:39])[C:12]([O:14][C:15]([CH3:17])([CH3:18])[CH3:16])=[O:13])=[O:7])([CH3:2])([CH3:3])[CH3:4]. Reactant: [C:1]([O:5][C:6]([NH:8][C@H:9]([C:23]([O:25][C:26]([CH3:29])([CH3:28])[CH3:27])=[O:24])[CH2:10][C@H:11]([CH2:19][CH2:20][CH2:21][OH:22])[C:12]([O:14][C:15]([CH3:18])([CH3:17])[CH3:16])=[O:13])=[O:7])([CH3:4])([CH3:3])[CH3:2].C(N(CC)CC)C.[CH3:37][S:38](Cl)(=[O:40])=[O:39]. The catalyst class is: 4. (3) Reactant: [Cl:1][C:2]1[CH:3]=[CH:4][C:5]([NH:8][C:9](=[O:37])[C:10]2[CH:15]=[CH:14][CH:13]=[CH:12][C:11]=2[NH:16][C:17](=[O:36])[C:18]2[CH:23]=[CH:22][C:21]([N:24]3[CH2:28][CH2:27][CH2:26][CH2:25]3)=[CH:20][C:19]=2[O:29][CH:30]2[CH2:35][CH2:34][NH:33][CH2:32][CH2:31]2)=[N:6][CH:7]=1.N1C=CC=CC=1.[F:44][C:45]([F:56])([F:55])[C:46](O[C:46](=[O:47])[C:45]([F:56])([F:55])[F:44])=[O:47]. Product: [Cl:1][C:2]1[CH:3]=[CH:4][C:5]([NH:8][C:9](=[O:37])[C:10]2[CH:15]=[CH:14][CH:13]=[CH:12][C:11]=2[NH:16][C:17](=[O:36])[C:18]2[CH:23]=[CH:22][C:21]([N:24]3[CH2:25][CH2:26][CH2:27][CH2:28]3)=[CH:20][C:19]=2[O:29][CH:30]2[CH2:35][CH2:34][N:33]([C:46](=[O:47])[C:45]([F:56])([F:55])[F:44])[CH2:32][CH2:31]2)=[N:6][CH:7]=1. The catalyst class is: 2. (4) Reactant: CS(O)(=O)=O.CS(O)(=O)=O.[NH2:11][C:12]1[C:19](=[O:20])[N:15]2[CH2:16][CH2:17][CH2:18][N:14]2[C:13]=1[NH2:21].[NH2:22][C:23]1[CH:24]=[C:25]([OH:30])[CH:26]=[C:27]([CH3:29])[CH:28]=1.N.OO. Product: [NH2:21][C:13]1[N:14]2[CH2:18][CH2:17][CH2:16][N:15]2[C:19](=[O:20])[C:12]=1/[N:11]=[C:28]1\[C:23]([NH2:22])=[CH:24][C:25](=[O:30])[CH:26]=[C:27]\1[CH3:29]. The catalyst class is: 97. (5) Reactant: C([N:8]1[CH:12]=[C:11]([CH2:13][CH2:14][CH2:15][C:16]([OH:18])=[O:17])[N:10]=[N:9]1)C1C=CC=CC=1. Product: [NH:8]1[CH:12]=[C:11]([CH2:13][CH2:14][CH2:15][C:16]([OH:18])=[O:17])[N:10]=[N:9]1. The catalyst class is: 50.